This data is from TCR-epitope binding with 47,182 pairs between 192 epitopes and 23,139 TCRs. The task is: Binary Classification. Given a T-cell receptor sequence (or CDR3 region) and an epitope sequence, predict whether binding occurs between them. (1) The epitope is IVDTVSALV. The TCR CDR3 sequence is CSVGENTEAFF. Result: 0 (the TCR does not bind to the epitope). (2) The epitope is FSKQLQQSM. The TCR CDR3 sequence is CASSIPGSYYGYTF. Result: 0 (the TCR does not bind to the epitope). (3) The epitope is EIYKRWII. The TCR CDR3 sequence is CASSPVRGRTEAFF. Result: 1 (the TCR binds to the epitope). (4) The epitope is DPFRLLQNSQVFS. The TCR CDR3 sequence is CASSFVAGASYEQYF. Result: 0 (the TCR does not bind to the epitope). (5) The epitope is YLDAYNMMI. The TCR CDR3 sequence is CASSQDPGPRTPTGQFF. Result: 1 (the TCR binds to the epitope).